From a dataset of Peptide-MHC class II binding affinity with 134,281 pairs from IEDB. Regression. Given a peptide amino acid sequence and an MHC pseudo amino acid sequence, predict their binding affinity value. This is MHC class II binding data. (1) The binding affinity (normalized) is 0.0204. The peptide sequence is YKLGPSPKARSERPA. The MHC is DRB3_0101 with pseudo-sequence DRB3_0101. (2) The peptide sequence is STGEAHLAEENEGDN. The MHC is DRB1_1101 with pseudo-sequence DRB1_1101. The binding affinity (normalized) is 0. (3) The peptide sequence is LLGQNTAAIAAIEAQ. The MHC is DRB1_0701 with pseudo-sequence DRB1_0701. The binding affinity (normalized) is 0.728. (4) The peptide sequence is AADLDAVAAFVESGR. The MHC is HLA-DQA10301-DQB10302 with pseudo-sequence HLA-DQA10301-DQB10302. The binding affinity (normalized) is 0.565. (5) The peptide sequence is RICCEPKKTTNAEFT. The MHC is H-2-IAb with pseudo-sequence H-2-IAb. The binding affinity (normalized) is 0. (6) The peptide sequence is GELQIVDKIDAQFKI. The MHC is DRB1_1101 with pseudo-sequence DRB1_1101. The binding affinity (normalized) is 0.592. (7) The peptide sequence is NQEILELAQSETCSP. The MHC is DRB1_0401 with pseudo-sequence DRB1_0401. The binding affinity (normalized) is 0.355.